From a dataset of Catalyst prediction with 721,799 reactions and 888 catalyst types from USPTO. Predict which catalyst facilitates the given reaction. Reactant: [Br:1][C:2]1[C:11]([CH2:12][CH2:13][CH2:14][OH:15])=[CH:10][C:9]2[C:8]([CH3:17])([CH3:16])[CH2:7][CH2:6][C:5]([CH3:19])([CH3:18])[C:4]=2[CH:3]=1.N1C=CN=C1.[Si:25](Cl)([C:28]([CH3:31])([CH3:30])[CH3:29])([CH3:27])[CH3:26]. Product: [Br:1][C:2]1[C:11]([CH2:12][CH2:13][CH2:14][O:15][Si:25]([C:28]([CH3:31])([CH3:30])[CH3:29])([CH3:27])[CH3:26])=[CH:10][C:9]2[C:8]([CH3:17])([CH3:16])[CH2:7][CH2:6][C:5]([CH3:19])([CH3:18])[C:4]=2[CH:3]=1. The catalyst class is: 483.